Predict the reactants needed to synthesize the given product. From a dataset of Full USPTO retrosynthesis dataset with 1.9M reactions from patents (1976-2016). (1) Given the product [F:1][C:2]1[CH:3]=[C:4]([CH:5]=[CH:6][C:7]=1[O:8][C:9]1[CH:10]=[N:11][C:12]([C:15]([F:16])([F:17])[F:18])=[CH:13][CH:14]=1)[CH2:19][O:20][C:24]1[CH:41]=[C:28]2[NH:29][CH:30]([CH3:33])[CH2:31][CH2:32][N:27]2[C:26](=[O:42])[N:25]=1, predict the reactants needed to synthesize it. The reactants are: [F:1][C:2]1[CH:3]=[C:4]([CH2:19][OH:20])[CH:5]=[CH:6][C:7]=1[O:8][C:9]1[CH:10]=[N:11][C:12]([C:15]([F:18])([F:17])[F:16])=[CH:13][CH:14]=1.[H-].[Na+].Cl[C:24]1[CH:41]=[C:28]2[N:29](C(OC(C)(C)C)=O)[CH:30]([CH3:33])[CH2:31][CH2:32][N:27]2[C:26](=[O:42])[N:25]=1. (2) Given the product [O:22]=[C:21]1[C:8]2=[CH:9][C:10]3[CH:11]=[CH:12][C:13]([C:16]([O:18][CH2:19][CH3:20])=[O:17])=[CH:14][C:15]=3[N:7]2[C:3]2([CH2:4][CH2:5][CH2:6]2)[CH2:1][NH:2]1, predict the reactants needed to synthesize it. The reactants are: [C:1]([C:3]1([N:7]2[C:15]3[C:10](=[CH:11][CH:12]=[C:13]([C:16]([O:18][CH2:19][CH3:20])=[O:17])[CH:14]=3)[CH:9]=[C:8]2[C:21](OCC)=[O:22])[CH2:6][CH2:5][CH2:4]1)#[N:2].CO.[BH4-].[Na+]. (3) Given the product [O:37]1[CH:38]=[CH:39][C:35]([NH:34][C:11](=[O:13])[C:10]2[CH:14]=[CH:15][C:7]([CH3:6])=[C:8]([N:16]3[C:25](=[O:26])[C:24]4[C:19](=[CH:20][CH:21]=[C:22]([N:27]5[CH2:32][CH2:31][N:30]([CH3:33])[CH2:29][CH2:28]5)[CH:23]=4)[N:18]=[CH:17]3)[CH:9]=2)=[N:36]1, predict the reactants needed to synthesize it. The reactants are: P(Cl)(Cl)(Cl)=O.[CH3:6][C:7]1[CH:15]=[CH:14][C:10]([C:11]([OH:13])=O)=[CH:9][C:8]=1[N:16]1[C:25](=[O:26])[C:24]2[C:19](=[CH:20][CH:21]=[C:22]([N:27]3[CH2:32][CH2:31][N:30]([CH3:33])[CH2:29][CH2:28]3)[CH:23]=2)[N:18]=[CH:17]1.[NH2:34][C:35]1[CH:39]=[CH:38][O:37][N:36]=1. (4) Given the product [CH3:25][C:23]1[N:1]=[C:2]2[S:6][C:5]3[CH2:7][CH2:8][CH2:9][CH2:10][C:4]=3[C:3]2=[C:11]([C:13]2[CH:18]=[CH:17][C:16]([F:19])=[CH:15][CH:14]=2)[C:22]=1[CH2:21][C:20]([O:27][CH3:28])=[O:26], predict the reactants needed to synthesize it. The reactants are: [NH2:1][C:2]1[S:6][C:5]2[CH2:7][CH2:8][CH2:9][CH2:10][C:4]=2[C:3]=1[C:11]([C:13]1[CH:18]=[CH:17][C:16]([F:19])=[CH:15][CH:14]=1)=O.[C:20]([O:27][CH3:28])(=[O:26])[CH2:21][CH2:22][C:23]([CH3:25])=O.Cl[Si](C)(C)C. (5) The reactants are: [CH2:1]([O:8][C:9]1[C:14]([CH2:15][N:16]2[CH2:25][CH2:24][C:23]3[C:18](=[C:19]([Cl:28])[C:20](Br)=[CH:21][C:22]=3[Cl:26])[C:17]2=[O:29])=[C:13]([CH3:30])[CH:12]=[C:11]([CH3:31])[N:10]=1)[C:2]1[CH:7]=[CH:6][CH:5]=[CH:4][CH:3]=1.B1(/C(/CC)=C/CC)O[C:39]2[C:34](=[CH:35][CH:36]=[CH:37][CH:38]=2)O1.[F-].[Cs+]. Given the product [CH2:1]([O:8][C:9]1[C:14]([CH2:15][N:16]2[CH2:25][CH2:24][C:23]3[C:18](=[C:19]([Cl:28])[C:20](/[C:34](=[CH:35]/[CH2:36][CH3:37])/[CH2:39][CH3:38])=[CH:21][C:22]=3[Cl:26])[C:17]2=[O:29])=[C:13]([CH3:30])[CH:12]=[C:11]([CH3:31])[N:10]=1)[C:2]1[CH:7]=[CH:6][CH:5]=[CH:4][CH:3]=1, predict the reactants needed to synthesize it.